Dataset: TCR-epitope binding with 47,182 pairs between 192 epitopes and 23,139 TCRs. Task: Binary Classification. Given a T-cell receptor sequence (or CDR3 region) and an epitope sequence, predict whether binding occurs between them. (1) The epitope is QIKVRVKMV. The TCR CDR3 sequence is CASSRRQLTNTEAFF. Result: 0 (the TCR does not bind to the epitope). (2) The TCR CDR3 sequence is CASSLRAGAADTQYF. The epitope is NEGVKAAW. Result: 1 (the TCR binds to the epitope). (3) The epitope is NLNESLIDL. The TCR CDR3 sequence is CASSQDPTSPEQYF. Result: 0 (the TCR does not bind to the epitope). (4) The TCR CDR3 sequence is CASSLAGLAGYNEQFF. Result: 0 (the TCR does not bind to the epitope). The epitope is VLQAVGACV.